This data is from Full USPTO retrosynthesis dataset with 1.9M reactions from patents (1976-2016). The task is: Predict the reactants needed to synthesize the given product. (1) Given the product [Cl:1][C:2]1[C:7]([C:8]([O:10][CH2:11][CH3:12])=[O:9])=[CH:6][N:5]=[C:4]2[N:13]([CH2:19][O:20][CH2:21][CH2:22][Si:23]([CH3:26])([CH3:25])[CH3:24])[CH:14]=[CH:15][C:3]=12, predict the reactants needed to synthesize it. The reactants are: [Cl:1][C:2]1[C:7]([C:8]([O:10][CH2:11][CH3:12])=[O:9])=[CH:6][N:5]=[C:4]2[NH:13][CH:14]=[CH:15][C:3]=12.[H-].[Na+].Cl[CH2:19][O:20][CH2:21][CH2:22][Si:23]([CH3:26])([CH3:25])[CH3:24]. (2) Given the product [CH2:1]([O:8][C:9]1[N:16]=[CH:15][CH:14]=[CH:13][C:10]=1[CH:11]=[O:38])[C:2]1[CH:7]=[CH:6][CH:5]=[CH:4][CH:3]=1, predict the reactants needed to synthesize it. The reactants are: [CH2:1]([O:8][C:9]1[N:16]=[CH:15][CH:14]=[CH:13][C:10]=1[C:11]#N)[C:2]1[CH:7]=[CH:6][CH:5]=[CH:4][CH:3]=1.C1(C)C=CC=CC=1.[H-].C([Al+]CC(C)C)C(C)C.[Cl-].[NH4+].C(OCC)(=[O:38])C. (3) Given the product [CH2:3]([N:10]1[C@@H:15]2[C@H:16]([C:18]3[N:19]=[N:20][N:21]([CH2:23][CH2:24][O:25][CH3:2])[N:22]=3)[CH2:17][C@@:11]1([C:42]1[CH:47]=[CH:46][CH:45]=[CH:44][CH:43]=1)[C@H:12]([O:26][CH2:27][C:28]1[CH:33]=[C:32]([C:34]([F:35])([F:36])[F:37])[CH:31]=[C:30]([C:38]([F:40])([F:41])[F:39])[CH:29]=1)[CH2:13][CH2:14]2)[C:4]1[CH:9]=[CH:8][CH:7]=[CH:6][CH:5]=1, predict the reactants needed to synthesize it. The reactants are: I[CH3:2].[CH2:3]([N:10]1[C@@H:15]2[C@H:16]([C:18]3[N:19]=[N:20][N:21]([CH2:23][CH2:24][OH:25])[N:22]=3)[CH2:17][C@@:11]1([C:42]1[CH:47]=[CH:46][CH:45]=[CH:44][CH:43]=1)[C@H:12]([O:26][CH2:27][C:28]1[CH:33]=[C:32]([C:34]([F:37])([F:36])[F:35])[CH:31]=[C:30]([C:38]([F:41])([F:40])[F:39])[CH:29]=1)[CH2:13][CH2:14]2)[C:4]1[CH:9]=[CH:8][CH:7]=[CH:6][CH:5]=1.[H-].[Na+].